Dataset: Forward reaction prediction with 1.9M reactions from USPTO patents (1976-2016). Task: Predict the product of the given reaction. (1) The product is: [Cl:1][C:2]1[CH:10]=[CH:9][C:8]2[N:7]([CH2:28][CH2:27][C:20]3[C:21]4[C:26](=[CH:25][CH:24]=[CH:23][CH:22]=4)[C:17]([CH3:16])=[N:18][CH:19]=3)[C:6]3[CH2:11][CH2:12][N:13]([CH3:15])[CH2:14][C:5]=3[C:4]=2[CH:3]=1. Given the reactants [Cl:1][C:2]1[CH:10]=[CH:9][C:8]2[NH:7][C:6]3[CH2:11][CH2:12][N:13]([CH3:15])[CH2:14][C:5]=3[C:4]=2[CH:3]=1.[CH3:16][C:17]1[C:26]2[C:21](=[CH:22][CH:23]=[CH:24][CH:25]=2)[C:20]([CH:27]=[CH2:28])=[CH:19][N:18]=1.[OH-].[K+], predict the reaction product. (2) Given the reactants [F:1][C:2]1[CH:7]=[CH:6][CH:5]=[CH:4][C:3]=1B(O)O.[NH2:11][C:12]1[N:13]=[C:14]([N:23]2[CH2:28][CH2:27][N:26]([C:29](=[O:39])[CH2:30][O:31][C:32]3[CH:37]=[CH:36][C:35]([Cl:38])=[CH:34][CH:33]=3)[CH2:25][CH2:24]2)[C:15]2[N:21]=[C:20](Cl)[CH:19]=[CH:18][C:16]=2[N:17]=1, predict the reaction product. The product is: [NH2:11][C:12]1[N:13]=[C:14]([N:23]2[CH2:24][CH2:25][N:26]([C:29](=[O:39])[CH2:30][O:31][C:32]3[CH:37]=[CH:36][C:35]([Cl:38])=[CH:34][CH:33]=3)[CH2:27][CH2:28]2)[C:15]2[N:21]=[C:20]([C:3]3[CH:4]=[CH:5][CH:6]=[CH:7][C:2]=3[F:1])[CH:19]=[CH:18][C:16]=2[N:17]=1. (3) Given the reactants [CH3:1][C:2]([CH3:26])([CH2:23][CH2:24][CH3:25])[CH2:3][O:4][C:5]1[N:13]=[C:12]2[C:8]([N:9]=[C:10]([O:20][CH3:21])[N:11]2C2CCCCO2)=[C:7]([NH2:22])[N:6]=1.[C:27]([OH:33])([C:29]([F:32])([F:31])[F:30])=[O:28], predict the reaction product. The product is: [F:30][C:29]([F:32])([F:31])[C:27]([OH:33])=[O:28].[CH3:1][C:2]([CH3:26])([CH2:23][CH2:24][CH3:25])[CH2:3][O:4][C:5]1[N:13]=[C:12]2[C:8]([N:9]=[C:10]([O:20][CH3:21])[NH:11]2)=[C:7]([NH2:22])[N:6]=1. (4) Given the reactants [F:1][C:2]1[CH:7]=[CH:6][C:5]([C:8](=[O:18])[CH2:9][C:10]2[CH:15]=[CH:14][N:13]=[C:12]([S:16][CH3:17])[N:11]=2)=[CH:4][CH:3]=1.[N:19](OC(C)(C)C)=[O:20].Cl, predict the reaction product. The product is: [F:1][C:2]1[CH:7]=[CH:6][C:5]([C:8](=[O:18])/[C:9](=[N:19]\[OH:20])/[C:10]2[CH:15]=[CH:14][N:13]=[C:12]([S:16][CH3:17])[N:11]=2)=[CH:4][CH:3]=1. (5) Given the reactants [C:1]([O:4][CH:5]1[C:9]2=[N:10][CH:11]=[C:12]([NH2:31])[C:13]([N:14]3[CH2:19][C@H:18]([CH3:20])[C:17]([OH:22])([CH3:21])[C@H:16]([NH:23][C:24]([O:26][C:27]([CH3:30])([CH3:29])[CH3:28])=[O:25])[CH2:15]3)=[C:8]2[CH2:7][CH2:6]1)(=[O:3])[CH3:2].[F:32][C:33]1[CH:38]=[CH:37][CH:36]=[C:35]([F:39])[C:34]=1[C:40]1[N:45]=[C:44]([C:46](O)=[O:47])[CH:43]=[CH:42][C:41]=1[F:49].CN(C(ON1N=NC2C=CC=NC1=2)=[N+](C)C)C.F[P-](F)(F)(F)(F)F.CCN(C(C)C)C(C)C, predict the reaction product. The product is: [C:1]([O:4][CH:5]1[C:9]2=[N:10][CH:11]=[C:12]([NH:31][C:46]([C:44]3[CH:43]=[CH:42][C:41]([F:49])=[C:40]([C:34]4[C:33]([F:32])=[CH:38][CH:37]=[CH:36][C:35]=4[F:39])[N:45]=3)=[O:47])[C:13]([N:14]3[CH2:19][C@H:18]([CH3:20])[C:17]([OH:22])([CH3:21])[C@H:16]([NH:23][C:24]([O:26][C:27]([CH3:30])([CH3:29])[CH3:28])=[O:25])[CH2:15]3)=[C:8]2[CH2:7][CH2:6]1)(=[O:3])[CH3:2]. (6) The product is: [CH:1]1([NH:7][C:15](=[O:19])[CH:16]([CH3:18])[CH3:17])[CH2:6][CH2:5][CH2:4][CH2:3][CH2:2]1. Given the reactants [CH:1]1([NH2:7])[CH2:6][CH2:5][CH2:4][CH2:3][CH2:2]1.C(N(CC)CC)C.[C:15](Cl)(=[O:19])[CH:16]([CH3:18])[CH3:17], predict the reaction product. (7) Given the reactants [F:1][C:2]([F:25])([F:24])[C:3]1[CH:8]=[CH:7][C:6]([CH:9]2[C:14]3=[N:15][CH:16]=[CH:17][N:18]=[C:13]3[CH:12]=[CH:11][N:10]2[C:19]([O:21][CH2:22][CH3:23])=[O:20])=[CH:5][CH:4]=1.C([O-])=O.[NH4+], predict the reaction product. The product is: [F:25][C:2]([F:1])([F:24])[C:3]1[CH:4]=[CH:5][C:6]([CH:9]2[C:14]3=[N:15][CH:16]=[CH:17][N:18]=[C:13]3[CH2:12][CH2:11][N:10]2[C:19]([O:21][CH2:22][CH3:23])=[O:20])=[CH:7][CH:8]=1. (8) Given the reactants Br[C:2]1[CH:3]=[C:4]([CH:7]=[CH:8][C:9]=1[CH:10]1[C:15]2[C:16](=[O:19])[CH2:17][CH2:18][C:14]=2[N:13]([C:20]2[CH:25]=[CH:24][N:23]=[C:22]([C:26]([F:29])([F:28])[F:27])[CH:21]=2)[C:12](=[O:30])[N:11]1[CH3:31])[C:5]#[N:6].Cl[CH2:33]Cl.[C:35]([O-:38])(=[O:37])C.[Na+].[C]=O, predict the reaction product. The product is: [CH3:33][O:38][C:35](=[O:37])[C:2]1[CH:3]=[C:4]([C:5]#[N:6])[CH:7]=[CH:8][C:9]=1[CH:10]1[C:15]2[C:16](=[O:19])[CH2:17][CH2:18][C:14]=2[N:13]([C:20]2[CH:25]=[CH:24][N:23]=[C:22]([C:26]([F:29])([F:28])[F:27])[CH:21]=2)[C:12](=[O:30])[N:11]1[CH3:31]. (9) Given the reactants [CH3:1][C:2]1[C:7]([O:8][CH2:9][C:10]#[CH:11])=[CH:6][CH:5]=[CH:4][N:3]=1.[C:12]([O:18][CH2:19][N:20]=[N+:21]=[N-:22])(=[O:17])[C:13]([CH3:16])([CH3:15])[CH3:14].N1NN=C(COC2C=CC(N3C=NN=N3)=NC=2)C=1, predict the reaction product. The product is: [C:12]([O:18][CH2:19][N:20]1[C:10]([CH2:9][O:8][C:7]2[C:2]([CH3:1])=[N:3][CH:4]=[CH:5][CH:6]=2)=[CH:11][N:22]=[N:21]1)(=[O:17])[C:13]([CH3:16])([CH3:15])[CH3:14].